Dataset: Peptide-MHC class I binding affinity with 185,985 pairs from IEDB/IMGT. Task: Regression. Given a peptide amino acid sequence and an MHC pseudo amino acid sequence, predict their binding affinity value. This is MHC class I binding data. (1) The peptide sequence is RVRRYQIAQY. The binding affinity (normalized) is 0.191. The MHC is HLA-A68:01 with pseudo-sequence HLA-A68:01. (2) The binding affinity (normalized) is 0.671. The peptide sequence is YPRNGWPAL. The MHC is HLA-B83:01 with pseudo-sequence HLA-B83:01. (3) The peptide sequence is NTILLSDKGK. The MHC is HLA-A03:01 with pseudo-sequence HLA-A03:01. The binding affinity (normalized) is 0.578.